This data is from Reaction yield outcomes from USPTO patents with 853,638 reactions. The task is: Predict the reaction yield, written as a fraction of the theoretical maximum amount of product (1.0 means a 100% yield; for example, 0.34 means a 34% yield). (1) The reactants are [C:1]1([OH:7])[CH:6]=[CH:5][CH:4]=[CH:3][CH:2]=1.[CH:8](O)([OH:13])[C:9]([F:12])([F:11])[F:10]. No catalyst specified. The product is [F:10][C:9]([F:12])([F:11])[CH:8]([C:2]1[CH:3]=[CH:4][CH:5]=[CH:6][C:1]=1[OH:7])[OH:13]. The yield is 0.880. (2) The reactants are CN(C(ON1N=NC2C=CC=NC1=2)=[N+](C)C)C.F[P-](F)(F)(F)(F)F.C(N(CC)C(C)C)(C)C.[CH3:34][C:35]1[CH:40]=[C:39]([CH3:41])[CH:38]=[C:37]([CH3:42])[C:36]=1[NH:43][C:44]([NH:46][C:47]1[C:48]([C:57](O)=[O:58])=[CH:49][C:50]2[C:55]([CH:56]=1)=[CH:54][CH:53]=[CH:52][CH:51]=2)=[O:45].[NH2:60][C:61]1[CH:62]=[C:63]([C:71]([O:73][CH3:74])=[O:72])[CH:64]=[C:65]([C:67]([O:69][CH3:70])=[O:68])[CH:66]=1.C([O-])(O)=O.[Na+]. The catalyst is CN(C=O)C.C(Cl)Cl. The product is [CH3:34][C:35]1[CH:40]=[C:39]([CH3:41])[CH:38]=[C:37]([CH3:42])[C:36]=1[NH:43][C:44]([NH:46][C:47]1[C:48]([C:57]([NH:60][C:61]2[CH:62]=[C:63]([C:71]([O:73][CH3:74])=[O:72])[CH:64]=[C:65]([C:67]([O:69][CH3:70])=[O:68])[CH:66]=2)=[O:58])=[CH:49][C:50]2[C:55]([CH:56]=1)=[CH:54][CH:53]=[CH:52][CH:51]=2)=[O:45]. The yield is 0.210. (3) The reactants are [CH3:1][O:2][C:3]1[CH:17]=[CH:16][C:6]2[N:7]=[N:8][N:9]([CH2:12][C:13]([OH:15])=O)[C:10](=[O:11])[C:5]=2[CH:4]=1.[F:18][C:19]([F:31])([F:30])[O:20][C:21]1[CH:26]=[CH:25][C:24]([C@@H:27]([NH2:29])[CH3:28])=[CH:23][CH:22]=1. No catalyst specified. The product is [CH3:1][O:2][C:3]1[CH:17]=[CH:16][C:6]2[N:7]=[N:8][N:9]([CH2:12][C:13]([NH:29][C@H:27]([C:24]3[CH:23]=[CH:22][C:21]([O:20][C:19]([F:18])([F:30])[F:31])=[CH:26][CH:25]=3)[CH3:28])=[O:15])[C:10](=[O:11])[C:5]=2[CH:4]=1. The yield is 0.640. (4) The reactants are [OH:1][CH2:2][CH2:3][N:4]1[CH2:9][CH2:8][N:7]([C:10]2[CH:15]=[CH:14][C:13]([NH:16][C:17]3[N:22]=[CH:21][C:20]([CH2:23][CH2:24][C:25]4[CH:26]=[C:27]([CH:32]=[C:33]([O:35][CH3:36])[CH:34]=4)[C:28]([O:30]C)=[O:29])=[CH:19][N:18]=3)=[CH:12][CH:11]=2)[CH2:6][CH2:5]1.[OH-].[Na+]. The catalyst is CO. The product is [OH:1][CH2:2][CH2:3][N:4]1[CH2:5][CH2:6][N:7]([C:10]2[CH:11]=[CH:12][C:13]([NH:16][C:17]3[N:18]=[CH:19][C:20]([CH2:23][CH2:24][C:25]4[CH:26]=[C:27]([CH:32]=[C:33]([O:35][CH3:36])[CH:34]=4)[C:28]([OH:30])=[O:29])=[CH:21][N:22]=3)=[CH:14][CH:15]=2)[CH2:8][CH2:9]1. The yield is 0.848. (5) The reactants are [Cl:1][C:2]1[C:3]([O:30][C@@H:31]2[CH2:36][CH2:35][CH2:34][CH2:33][C@H:32]2[C:37]2[N:41]([CH3:42])[N:40]=[CH:39][CH:38]=2)=[CH:4][C:5]([F:29])=[C:6]([S:8]([N:11](CC2C=CC(OC)=CC=2OC)[C:12]2[CH:17]=[CH:16][N:15]=[CH:14][N:13]=2)(=[O:10])=[O:9])[CH:7]=1.C([SiH](CC)CC)C.FC(F)(F)C(O)=O. The catalyst is ClCCl. The product is [Cl:1][C:2]1[C:3]([O:30][C@@H:31]2[CH2:36][CH2:35][CH2:34][CH2:33][C@H:32]2[C:37]2[N:41]([CH3:42])[N:40]=[CH:39][CH:38]=2)=[CH:4][C:5]([F:29])=[C:6]([S:8]([NH:11][C:12]2[CH:17]=[CH:16][N:15]=[CH:14][N:13]=2)(=[O:10])=[O:9])[CH:7]=1. The yield is 0.880. (6) The reactants are [F:1][C:2]([F:40])([CH2:36][CH2:37][CH2:38][CH3:39])[C:3](=[O:35])[CH2:4][CH2:5][C@H:6]1[C@H:10]([O:11]C2CCCCO2)[CH2:9][C:8](=[O:18])[C@@H:7]1[CH2:19][CH2:20][CH2:21][CH2:22][CH2:23][CH2:24][C:25]([O:27][CH2:28][C:29]1[CH:34]=[CH:33][CH:32]=[CH:31][CH:30]=1)=[O:26].[Cl-].[Na+]. The catalyst is C(#N)C.O.P(=O)(O)(O)O. The product is [F:1][C:2]([C@:3]1([OH:35])[O:11][C@@H:10]2[CH2:9][C:8](=[O:18])[C@H:7]([CH2:19][CH2:20][CH2:21][CH2:22][CH2:23][CH2:24][C:25]([O:27][CH2:28][C:29]3[CH:34]=[CH:33][CH:32]=[CH:31][CH:30]=3)=[O:26])[C@H:6]2[CH2:5][CH2:4]1)([F:40])[CH2:36][CH2:37][CH2:38][CH3:39]. The yield is 0.878. (7) The reactants are [CH3:1][C:2]([C:5]1[S:6][C:7]([C:29]2[CH:34]=[CH:33][N:32]=[C:31]([CH:35]=[CH2:36])[N:30]=2)=[C:8]([C:10]2[C:11]([F:28])=[C:12]([NH:16][S:17]([C:20]3[C:25]([F:26])=[CH:24][CH:23]=[CH:22][C:21]=3[F:27])(=[O:19])=[O:18])[CH:13]=[CH:14][CH:15]=2)[N:9]=1)([CH3:4])[CH3:3].[CH3:37][S:38]([OH:40])=[O:39].[Na].C(O)C. The product is [CH3:4][C:2]([C:5]1[S:6][C:7]([C:29]2[CH:34]=[CH:33][N:32]=[C:31]([CH2:35][CH2:36][S:38]([CH3:37])(=[O:40])=[O:39])[N:30]=2)=[C:8]([C:10]2[C:11]([F:28])=[C:12]([NH:16][S:17]([C:20]3[C:21]([F:27])=[CH:22][CH:23]=[CH:24][C:25]=3[F:26])(=[O:19])=[O:18])[CH:13]=[CH:14][CH:15]=2)[N:9]=1)([CH3:1])[CH3:3]. The catalyst is C(O)(=O)C.O. The yield is 0.810. (8) The catalyst is CN(C=O)C.CN(C1C=CN=CC=1)C.O. The reactants are [CH3:1][C:2]1[C:6]([CH2:7][S:8][C:9]2[CH:14]=[CH:13][C:12]([CH2:15][C:16]([OH:18])=O)=[CH:11][CH:10]=2)=[C:5]([CH3:19])[O:4][N:3]=1.C1C=CC2N(O)N=NC=2C=1.C(Cl)CCl.Cl.[Cl:35][C:36]1[CH:41]=[CH:40][C:39]([CH:42]([C:44]2[CH:49]=[CH:48][CH:47]=[CH:46][CH:45]=2)[NH2:43])=[CH:38][CH:37]=1. The yield is 0.167. The product is [Cl:35][C:36]1[CH:37]=[CH:38][C:39]([CH:42]([C:44]2[CH:45]=[CH:46][CH:47]=[CH:48][CH:49]=2)[NH:43][C:16](=[O:18])[CH2:15][C:12]2[CH:11]=[CH:10][C:9]([S:8][CH2:7][C:6]3[C:2]([CH3:1])=[N:3][O:4][C:5]=3[CH3:19])=[CH:14][CH:13]=2)=[CH:40][CH:41]=1.